Dataset: Reaction yield outcomes from USPTO patents with 853,638 reactions. Task: Predict the reaction yield, written as a fraction of the theoretical maximum amount of product (1.0 means a 100% yield; for example, 0.34 means a 34% yield). (1) The reactants are [Br:1][C:2]1[CH:7]=[CH:6][C:5]([NH:8][C:9]2[C:10]([C:20]([OH:22])=O)=[CH:11][C:12]3[N:16]([CH3:17])[CH:15]=[N:14][C:13]=3[C:18]=2[Cl:19])=[C:4](Cl)[CH:3]=1.COC(C1C(NC2C=CC(Br)=CC=2Cl)=C(Cl)C2[N:32]=CN(C)C=2C=1)=O.[OH-:48].[Na+].[ClH:50].[CH2:51]1[CH2:55]OCC1.[OH2:56]. The catalyst is O. The product is [OH:48][CH2:55][CH2:51][O:56][NH:32][C:20]([C:10]1[C:9]([NH:8][C:5]2[CH:4]=[CH:3][C:2]([Br:1])=[CH:7][C:6]=2[Cl:50])=[C:18]([Cl:19])[C:13]2[N:14]=[CH:15][N:16]([CH3:17])[C:12]=2[CH:11]=1)=[O:22]. The yield is 1.00. (2) The reactants are F[C:2]1[C:7]([C:8]2[CH:9]=[CH:10][C:11]3[O:17][CH2:16][CH2:15][N:14]4[CH:18]=[C:19]([C:21]5[N:25]([CH:26]([CH3:28])[CH3:27])[N:24]=[CH:23][N:22]=5)[N:20]=[C:13]4[C:12]=3[CH:29]=2)=[CH:6][CH:5]=[CH:4][N:3]=1.Cl.C[O:32]CCOC. No catalyst specified. The product is [CH:26]([N:25]1[C:21]([C:19]2[N:20]=[C:13]3[C:12]4[CH:29]=[C:8]([C:7]5[C:2](=[O:32])[NH:3][CH:4]=[CH:5][CH:6]=5)[CH:9]=[CH:10][C:11]=4[O:17][CH2:16][CH2:15][N:14]3[CH:18]=2)=[N:22][CH:23]=[N:24]1)([CH3:28])[CH3:27]. The yield is 0.550. (3) The reactants are [F:1][C:2]1[CH:3]=[CH:4][C:5]([OH:27])=[C:6]([C@H:8]2[CH2:12][CH2:11][CH2:10][N:9]2[C:13]2[CH:18]=[CH:17][N:16]3[N:19]=[CH:20][C:21]([C:22]([O:24][CH2:25][CH3:26])=[O:23])=[C:15]3[N:14]=2)[CH:7]=1.Br[CH2:29][CH2:30][CH2:31][N:32]1[C:40](=[O:41])[C:39]2[C:34](=[CH:35][CH:36]=[CH:37][CH:38]=2)[C:33]1=[O:42].C([O-])([O-])=O.[K+].[K+]. The catalyst is CN(C=O)C. The product is [O:42]=[C:33]1[C:34]2[C:39](=[CH:38][CH:37]=[CH:36][CH:35]=2)[C:40](=[O:41])[N:32]1[CH2:31][CH2:30][CH2:29][O:27][C:5]1[CH:4]=[CH:3][C:2]([F:1])=[CH:7][C:6]=1[C@H:8]1[CH2:12][CH2:11][CH2:10][N:9]1[C:13]1[CH:18]=[CH:17][N:16]2[N:19]=[CH:20][C:21]([C:22]([O:24][CH2:25][CH3:26])=[O:23])=[C:15]2[N:14]=1. The yield is 0.480. (4) The reactants are Br[CH2:2][C:3]1[CH:10]=[CH:9][C:6]([CH:7]=[O:8])=[CH:5][C:4]=1[Cl:11].C([O-])([O-])=O.[K+].[K+].[NH2:18][C:19]1[CH:24]=[CH:23][CH:22]=[CH:21][N:20]=1. The catalyst is CN(C)C(=O)C.O. The product is [Cl:11][C:4]1[CH:5]=[C:6]([CH:9]=[CH:10][C:3]=1[CH2:2][NH:18][C:19]1[CH:24]=[CH:23][CH:22]=[CH:21][N:20]=1)[CH:7]=[O:8]. The yield is 0.500. (5) The reactants are [F:1][C:2]1[CH:7]=[CH:6][C:5]([N:8]2[CH2:17][CH2:16][C:15]3[C:10](=[CH:11][CH:12]=[C:13]([O:18][CH2:19][C:20]4[CH:25]=[CH:24][CH:23]=[CH:22][CH:21]=4)[CH:14]=3)[CH:9]2[CH2:26][C:27]2[CH:32]=[CH:31][C:30]([OH:33])=[CH:29][CH:28]=2)=[CH:4][CH:3]=1.C(=O)([O-])[O-].[K+].[K+].Cl[CH2:41][CH2:42][CH:43]1[CH2:48][CH2:47][CH2:46][CH2:45][N:44]1[CH3:49].C(Cl)Cl.CO. The catalyst is CN(C=O)C.O. The product is [F:1][C:2]1[CH:7]=[CH:6][C:5]([N:8]2[CH2:17][CH2:16][C:15]3[C:10](=[CH:11][CH:12]=[C:13]([O:18][CH2:19][C:20]4[CH:25]=[CH:24][CH:23]=[CH:22][CH:21]=4)[CH:14]=3)[CH:9]2[CH2:26][C:27]2[CH:28]=[CH:29][C:30]([O:33][CH2:41][CH2:42][CH:43]3[CH2:48][CH2:47][CH2:46][CH2:45][N:44]3[CH3:49])=[CH:31][CH:32]=2)=[CH:4][CH:3]=1. The yield is 0.0700. (6) The reactants are [N:1]1([CH2:7][C:8]2[CH:13]=[CH:12][C:11]([C:14]([N:16]3[CH2:21][CH2:20][NH:19][CH2:18][CH2:17]3)=[O:15])=[CH:10][CH:9]=2)[CH2:6][CH2:5][O:4][CH2:3][CH2:2]1.C(O[C:25]1(O[Si](C)(C)C)[CH2:27][CH2:26]1)C.C(O)(=O)C.[BH3-]C#N.[Na+]. The catalyst is CO. The product is [CH:25]1([N:19]2[CH2:18][CH2:17][N:16]([C:14]([C:11]3[CH:10]=[CH:9][C:8]([CH2:7][N:1]4[CH2:2][CH2:3][O:4][CH2:5][CH2:6]4)=[CH:13][CH:12]=3)=[O:15])[CH2:21][CH2:20]2)[CH2:27][CH2:26]1. The yield is 0.380. (7) The reactants are [C:1]([CH:4]([C:9]([CH3:17])([C:11]1[CH:16]=[CH:15][CH:14]=[CH:13][CH:12]=1)[CH3:10])[C:5]([O:7]C)=O)(=O)[CH3:2].[CH2:18]([N:20]([C:32]1[CH:37]=[CH:36][CH:35]=[CH:34][CH:33]=1)[S:21]([C:24]1[CH:25]=[N:26][C:27]([NH:30][NH2:31])=[CH:28][CH:29]=1)(=[O:23])=[O:22])[CH3:19]. The catalyst is CCO.CC(O)=O.CCCCC. The product is [CH2:18]([N:20]([C:32]1[CH:37]=[CH:36][CH:35]=[CH:34][CH:33]=1)[S:21]([C:24]1[CH:25]=[N:26][C:27]([N:30]2[C:5](=[O:7])[C:4]([C:9]([CH3:17])([C:11]3[CH:16]=[CH:15][CH:14]=[CH:13][CH:12]=3)[CH3:10])=[C:1]([CH3:2])[NH:31]2)=[CH:28][CH:29]=1)(=[O:23])=[O:22])[CH3:19]. The yield is 0.440.